This data is from Full USPTO retrosynthesis dataset with 1.9M reactions from patents (1976-2016). The task is: Predict the reactants needed to synthesize the given product. (1) Given the product [N:3]1[C:4]2[CH:10]=[CH:9][CH:8]=[CH:7][C:5]=2[NH:6][CH:2]=1, predict the reactants needed to synthesize it. The reactants are: N[C:2]1[NH:3][C:4]2[CH:10]=[C:9](C(=O)C(C)(C)C)[CH:8]=[CH:7][C:5]=2[N:6]=1.O.N#CBr. (2) Given the product [N:36]1([CH2:35][CH2:34][NH:33][C:29]2[N:28]=[C:27]3[NH:26][N:25]=[C:24]([C:20]4[CH:19]=[C:18]([NH:17][CH:10]([C:11]5[CH:12]=[CH:13][CH:14]=[CH:15][CH:16]=5)[CH2:9][CH2:8][NH2:7])[CH:23]=[CH:22][CH:21]=4)[C:32]3=[CH:31][N:30]=2)[CH2:41][CH2:40][O:39][CH2:38][CH2:37]1, predict the reactants needed to synthesize it. The reactants are: C(OC(=O)[NH:7][CH2:8][CH2:9][CH:10]([NH:17][C:18]1[CH:23]=[CH:22][CH:21]=[C:20]([C:24]2[C:32]3[C:27](=[N:28][C:29]([NH:33][CH2:34][CH2:35][N:36]4[CH2:41][CH2:40][O:39][CH2:38][CH2:37]4)=[N:30][CH:31]=3)[N:26](COCC[Si](C)(C)C)[N:25]=2)[CH:19]=1)[C:11]1[CH:16]=[CH:15][CH:14]=[CH:13][CH:12]=1)(C)(C)C.C(O)(C(F)(F)F)=O. (3) Given the product [O:1]1[CH2:6][CH2:5][N:4]([CH2:7][C:8]2[CH:13]=[CH:12][C:11]([C:14]3[N:15]=[C:16]4[C:21]([C:22]([OH:24])=[O:23])=[CH:20][CH:19]=[CH:18][N:17]4[CH:27]=3)=[CH:10][CH:9]=2)[CH2:3][CH2:2]1, predict the reactants needed to synthesize it. The reactants are: [O:1]1[CH2:6][CH2:5][N:4]([CH2:7][C:8]2[CH:13]=[CH:12][C:11]([C:14]3[N:15]=[C:16]4[C:21]([C:22]([O:24]CC)=[O:23])=[CH:20][CH:19]=[CH:18][N:17]4[CH:27]=3)=[CH:10][CH:9]=2)[CH2:3][CH2:2]1.Cl.